This data is from Forward reaction prediction with 1.9M reactions from USPTO patents (1976-2016). The task is: Predict the product of the given reaction. (1) Given the reactants [Br:1][C:2]1[CH:10]=[C:9]([N+]([O-])=O)[CH:8]=[CH:7][C:3]=1[C:4]([OH:6])=[O:5].[CH3:14][O-:15].[Na+].Cl, predict the reaction product. The product is: [Br:1][C:2]1[CH:10]=[C:9]([O:15][CH3:14])[CH:8]=[CH:7][C:3]=1[C:4]([OH:6])=[O:5]. (2) Given the reactants [F:1][C:2]([F:16])([F:15])[CH2:3][O:4][C:5]1[C:10]2[C:11]([OH:14])=[N:12][O:13][C:9]=2[CH:8]=[CH:7][CH:6]=1.O[CH2:18][CH:19]1[CH2:24][CH2:23][N:22]([CH2:25][C:26]2([C:32]([O:34][CH3:35])=[O:33])[CH2:31][CH2:30][O:29][CH2:28][CH2:27]2)[CH2:21][CH2:20]1.C(CP(CCCC)(CCCC)CCCC)#N, predict the reaction product. The product is: [F:16][C:2]([F:1])([F:15])[CH2:3][O:4][C:5]1[C:10]2[C:11]([O:14][CH2:18][CH:19]3[CH2:24][CH2:23][N:22]([CH2:25][C:26]4([C:32]([O:34][CH3:35])=[O:33])[CH2:31][CH2:30][O:29][CH2:28][CH2:27]4)[CH2:21][CH2:20]3)=[N:12][O:13][C:9]=2[CH:8]=[CH:7][CH:6]=1. (3) Given the reactants [CH2:1]1[CH:8]([N:9]2[C:13](=[O:14])[C:12]3[CH:15]=[CH:16][CH:17]=[C:18]([NH2:19])[C:11]=3[CH2:10]2)[C:6](=[O:7])[NH:5][C:3](=[O:4])[CH2:2]1.Cl.C(N(CC)CC)C, predict the reaction product. The product is: [NH2:19][C:18]1[CH:17]=[CH:16][CH:15]=[C:12]2[C:11]=1[CH2:10][N:9]([CH:8]1[CH2:1][CH2:2][C:3](=[O:4])[NH:5][C:6]1=[O:7])[C:13]2=[O:14]. (4) The product is: [C:21]([O:25][C:26]([N:28]1[CH2:29][CH:30]([C:32]2[CH:33]=[N:34][C:35]([NH:38][C:2]3[C:7]4=[CH:8][N:9]([C:11]5[C:12]([C:13]#[N:14])=[CH:15][CH:16]=[CH:17][C:18]=5[Cl:19])[N:10]=[C:6]4[C:5]([F:20])=[CH:4][N:3]=3)=[CH:36][CH:37]=2)[CH2:31]1)=[O:27])([CH3:24])([CH3:22])[CH3:23]. Given the reactants Br[C:2]1[C:7]2=[CH:8][N:9]([C:11]3[C:18]([Cl:19])=[CH:17][CH:16]=[CH:15][C:12]=3[C:13]#[N:14])[N:10]=[C:6]2[C:5]([F:20])=[CH:4][N:3]=1.[C:21]([O:25][C:26]([N:28]1[CH2:31][CH:30]([C:32]2[CH:33]=[N:34][C:35]([NH2:38])=[CH:36][CH:37]=2)[CH2:29]1)=[O:27])([CH3:24])([CH3:23])[CH3:22].CC1(C)C2C(=C(P(C3C=CC=CC=3)C3C=CC=CC=3)C=CC=2)OC2C(P(C3C=CC=CC=3)C3C=CC=CC=3)=CC=CC1=2.C(=O)([O-])[O-].[Cs+].[Cs+], predict the reaction product. (5) Given the reactants [CH2:1]([O:3][C:4](=[O:15])[C:5]1[CH:10]=[C:9]([N+:11]([O-:13])=[O:12])[C:8](Cl)=[N:7][CH:6]=1)[CH3:2].O[C:17]1C=CC(C(O)=O)=CN=1.[N+]([O-])(O)=O.P(Cl)(Cl)(Cl)(Cl)Cl.O=P(Cl)(Cl)Cl.C[CH:42]([OH:46])[C:43]([O-:45])=[O:44].[H-].[Na+], predict the reaction product. The product is: [CH2:1]([O:3][C:4](=[O:15])[C:5]1[CH:10]=[C:9]([N+:11]([O-:13])=[O:12])[C:8]([O:46][CH2:42][C:43]([O:45][CH3:17])=[O:44])=[N:7][CH:6]=1)[CH3:2].